Task: Predict the product of the given reaction.. Dataset: Forward reaction prediction with 1.9M reactions from USPTO patents (1976-2016) (1) Given the reactants [C:1]([O:5][C:6]([N:8]([C:30]([O:32][C:33]([CH3:36])([CH3:35])[CH3:34])=[O:31])[C:9]1[CH:10]=[N:11][CH:12]=[CH:13][C:14]=1[C@H:15]1[O:20][C@H:19]([CH2:21][CH2:22][C:23]([O:25][CH2:26][CH3:27])=[O:24])[C@@H:18]([OH:28])[C@H:17]([OH:29])[CH2:16]1)=[O:7])([CH3:4])([CH3:3])[CH3:2].N1C=CN=C1.[CH3:42][C:43]([Si:46](Cl)([CH3:48])[CH3:47])([CH3:45])[CH3:44], predict the reaction product. The product is: [C:1]([O:5][C:6]([N:8]([C:30]([O:32][C:33]([CH3:35])([CH3:34])[CH3:36])=[O:31])[C:9]1[CH:10]=[N:11][CH:12]=[CH:13][C:14]=1[C@H:15]1[O:20][C@H:19]([CH2:21][CH2:22][C:23]([O:25][CH2:26][CH3:27])=[O:24])[C@@H:18]([OH:28])[C@H:17]([O:29][Si:46]([C:43]([CH3:45])([CH3:44])[CH3:42])([CH3:48])[CH3:47])[CH2:16]1)=[O:7])([CH3:4])([CH3:2])[CH3:3]. (2) Given the reactants [C:1]([C:5]1[CH:12]=[CH:11][C:10]([N+:13]([O-])=O)=[CH:9][C:6]=1[C:7]#[N:8])([CH3:4])([CH3:3])[CH3:2].C([O-])=O.[NH4+], predict the reaction product. The product is: [NH2:13][C:10]1[CH:11]=[CH:12][C:5]([C:1]([CH3:4])([CH3:3])[CH3:2])=[C:6]([CH:9]=1)[C:7]#[N:8]. (3) The product is: [ClH:25].[Cl:25][C:26]1[CH:31]=[CH:30][C:29]([C:32]2[O:36][CH:35]=[N:34][C:33]=2[CH:37]([NH2:47])[CH2:38][C:39]2[CH:44]=[C:43]([F:45])[CH:42]=[C:41]([F:46])[CH:40]=2)=[CH:28][CH:27]=1. Given the reactants FC1C=C(C[C@@H](C2N(C3C=CC(OC)=CC=3)C=CN=2)N)C=C(F)C=1.[Cl:25][C:26]1[CH:31]=[CH:30][C:29]([C:32]2[O:36][CH:35]=[N:34][C:33]=2[CH:37]([NH:47]S(C(C)(C)C)=O)[CH2:38][C:39]2[CH:44]=[C:43]([F:45])[CH:42]=[C:41]([F:46])[CH:40]=2)=[CH:28][CH:27]=1, predict the reaction product. (4) The product is: [NH2:10][CH:7]1[CH2:8][CH2:9][N:4]([CH2:3][CH2:2][OH:1])[CH2:5][CH2:6]1. Given the reactants [OH:1][CH2:2][CH2:3][N:4]1[CH2:9][CH2:8][CH:7]([NH:10]C(=O)OC(C)(C)C)[CH2:6][CH2:5]1.Cl, predict the reaction product. (5) Given the reactants [H-].[Al+3].[Li+].[H-].[H-].[H-].[O:7]1[C:12]2[CH:13]=[CH:14][C:15]([C:17](=[O:23])[CH2:18][CH2:19][C:20](O)=[O:21])=[CH:16][C:11]=2[O:10][CH2:9][CH2:8]1, predict the reaction product. The product is: [O:7]1[C:12]2[CH:13]=[CH:14][C:15]([CH:17]([OH:23])[CH2:18][CH2:19][CH2:20][OH:21])=[CH:16][C:11]=2[O:10][CH2:9][CH2:8]1. (6) Given the reactants [H-].[Na+].[C:3]1([C:9]2[NH:13][N:12]=[N:11][C:10]=2[N:14]2[CH2:19][CH2:18][N:17]([C:20]([O:22][C:23]([CH3:26])([CH3:25])[CH3:24])=[O:21])[CH2:16][CH2:15]2)[CH:8]=[CH:7][CH:6]=[CH:5][CH:4]=1.[CH3:27]I, predict the reaction product. The product is: [CH3:27][N:12]1[NH:11][C:10]([N:14]2[CH2:15][CH2:16][N:17]([C:20]([O:22][C:23]([CH3:26])([CH3:25])[CH3:24])=[O:21])[CH2:18][CH2:19]2)=[C:9]([C:3]2[CH:4]=[CH:5][CH:6]=[CH:7][CH:8]=2)[NH:13]1. (7) The product is: [Cl:1][C:2]1[CH:35]=[CH:34][CH:33]=[CH:32][C:3]=1[O:4][C:5]1[CH:6]=[CH:7][C:8]([C:11]2[O:15][N:14]=[C:13]([C:16]3[S:20][C:19]([CH2:21][N:22]4[CH2:23][CH:24]([C:26]([OH:28])=[O:27])[CH2:25]4)=[CH:18][C:17]=3[CH2:30][CH3:31])[N:12]=2)=[CH:9][CH:10]=1. Given the reactants [Cl:1][C:2]1[CH:35]=[CH:34][CH:33]=[CH:32][C:3]=1[O:4][C:5]1[CH:10]=[CH:9][C:8]([C:11]2[O:15][N:14]=[C:13]([C:16]3[S:20][C:19]([CH2:21][N:22]4[CH2:25][CH:24]([C:26]([O:28]C)=[O:27])[CH2:23]4)=[CH:18][C:17]=3[CH2:30][CH3:31])[N:12]=2)=[CH:7][CH:6]=1.O.[OH-].[Li+].C(O)(=O)C.C(O)(=O)C(O)=O, predict the reaction product.